From a dataset of Full USPTO retrosynthesis dataset with 1.9M reactions from patents (1976-2016). Predict the reactants needed to synthesize the given product. (1) Given the product [ClH:1].[CH3:28][N:8]([C:9]1[CH:27]=[CH:26][C:12]2[N:13]([CH3:25])[C:14]([NH:16][CH2:17][CH2:18][C:19]3[CH:24]=[CH:23][CH:22]=[CH:21][CH:20]=3)=[N:15][C:11]=2[CH:10]=1)[C:6]1[CH:5]=[CH:4][N:3]=[C:2]([NH:29][C:30]2[CH:35]=[CH:34][C:33]([CH2:36][S:37]([NH2:40])(=[O:38])=[O:39])=[CH:32][CH:31]=2)[N:7]=1, predict the reactants needed to synthesize it. The reactants are: [Cl:1][C:2]1[N:7]=[C:6]([N:8]([CH3:28])[C:9]2[CH:27]=[CH:26][C:12]3[N:13]([CH3:25])[C:14]([NH:16][CH2:17][CH2:18][C:19]4[CH:24]=[CH:23][CH:22]=[CH:21][CH:20]=4)=[N:15][C:11]=3[CH:10]=2)[CH:5]=[CH:4][N:3]=1.[NH2:29][C:30]1[CH:35]=[CH:34][C:33]([CH2:36][S:37]([NH2:40])(=[O:39])=[O:38])=[CH:32][CH:31]=1. (2) Given the product [F:9][C:8]([F:10])=[C:7]([F:13])[F:12].[F:17][C:18]([F:25])([F:24])[C:19]([F:23])=[C:20]([F:22])[F:21].[C:1]([F:16])([O:5][C:6]([F:14])([F:15])[C:7]([F:12])([F:13])[C:8]([F:9])([F:11])[F:10])=[C:2]([F:4])[F:3], predict the reactants needed to synthesize it. The reactants are: [C:1]([F:16])([O:5][C:6]([F:15])([F:14])[C:7]([F:13])([F:12])[C:8]([F:11])([F:10])[F:9])=[C:2]([F:4])[F:3].[F:17][C:18]([F:25])([F:24])[C:19]([F:23])=[C:20]([F:22])[F:21].FC(F)=C(F)F.C(OOC(OCCC)=O)(OCCC)=O. (3) Given the product [NH2:1][C:2]1[N:6]([CH:7]2[CH2:12][CH2:11][CH2:10][N:9]([C:37]#[N:36])[CH2:8]2)[N:5]=[C:4]([C:13]2[CH:18]=[CH:17][CH:16]=[C:15]([O:19][C:20]3[CH:25]=[CH:24][C:23]([F:26])=[CH:22][CH:21]=3)[CH:14]=2)[C:3]=1[C:27]([NH2:29])=[O:28], predict the reactants needed to synthesize it. The reactants are: [NH2:1][C:2]1[N:6]([CH:7]2[CH2:12][CH2:11][CH2:10][NH:9][CH2:8]2)[N:5]=[C:4]([C:13]2[CH:18]=[CH:17][CH:16]=[C:15]([O:19][C:20]3[CH:25]=[CH:24][C:23]([F:26])=[CH:22][CH:21]=3)[CH:14]=2)[C:3]=1[C:27]([NH2:29])=[O:28].C([O-])([O-])=O.[K+].[K+].[N:36]#[C:37]Br. (4) Given the product [Cl:1][C:2]1[C:10]([C:32]#[N:33])=[C:5]2[CH:6]=[CH:7][CH:8]=[CH:9][N:4]2[N:3]=1, predict the reactants needed to synthesize it. The reactants are: [Cl:1][C:2]1[C:10](I)=[C:5]2[CH:6]=[CH:7][CH:8]=[CH:9][N:4]2[N:3]=1.C([Li])CCC.CCCCCC.C1(C)C=CC(S([C:32]#[N:33])(=O)=O)=CC=1. (5) Given the product [ClH:12].[ClH:26].[Cl:26][C:27]1[CH:28]=[CH:29][C:30]([CH2:33][CH2:34][C:35]([NH:1][C:2]2[C:11]([Cl:12])=[CH:10][CH:9]=[C:8]3[C:3]=2[CH:4]=[CH:5][C:6]([N:13]2[CH2:14][CH2:15][NH:16][CH2:17][CH2:18]2)=[N:7]3)=[O:36])=[CH:31][CH:32]=1, predict the reactants needed to synthesize it. The reactants are: [NH2:1][C:2]1[C:11]([Cl:12])=[CH:10][CH:9]=[C:8]2[C:3]=1[CH:4]=[CH:5][C:6]([N:13]1[CH2:18][CH2:17][N:16](C(OC(C)(C)C)=O)[CH2:15][CH2:14]1)=[N:7]2.[Cl:26][C:27]1[CH:32]=[CH:31][C:30]([CH2:33][CH2:34][C:35](O)=[O:36])=[CH:29][CH:28]=1.